Task: Predict the reaction yield, written as a fraction of the theoretical maximum amount of product (1.0 means a 100% yield; for example, 0.34 means a 34% yield).. Dataset: Reaction yield outcomes from USPTO patents with 853,638 reactions (1) The reactants are [CH:1]1([CH2:6][CH:7]([N:11]2[C:16](=[O:17])[CH:15]=[CH:14][CH:13]=[N:12]2)[C:8]([OH:10])=O)[CH2:5][CH2:4][CH2:3][CH2:2]1.[S:18]1[CH:22]=[CH:21][N:20]=[C:19]1[NH2:23]. No catalyst specified. The product is [CH:1]1([CH2:6][CH:7]([N:11]2[C:16](=[O:17])[CH:15]=[CH:14][CH:13]=[N:12]2)[C:8]([NH:23][C:19]2[S:18][CH:22]=[CH:21][N:20]=2)=[O:10])[CH2:2][CH2:3][CH2:4][CH2:5]1. The yield is 0.290. (2) The reactants are [Br:1][C:2]1[CH:3]=[C:4]2[C:8](=[CH:9][CH:10]=1)[NH:7][CH2:6][CH2:5]2.[C:11](Cl)(=[O:13])[CH3:12]. The catalyst is C(O)(=O)C. The product is [Br:1][C:2]1[CH:3]=[C:4]2[C:8](=[CH:9][CH:10]=1)[N:7]([C:11](=[O:13])[CH3:12])[CH2:6][CH2:5]2. The yield is 1.000. (3) The reactants are Cl.CC(OC([N:9]1[CH2:14][CH2:13][CH:12]([C:15]2[N:16]=[CH:17][C:18]([C:21]([O:23][CH3:24])=[O:22])=[N:19][CH:20]=2)[CH2:11][CH2:10]1)=O)(C)C. The catalyst is CO. The product is [NH:9]1[CH2:14][CH2:13][CH:12]([C:15]2[N:16]=[CH:17][C:18]([C:21]([O:23][CH3:24])=[O:22])=[N:19][CH:20]=2)[CH2:11][CH2:10]1. The yield is 1.00. (4) The reactants are [CH3:1][C@@H:2]([NH:10]C(=O)OCC1C=CC=CC=1)[C:3](=[O:9])[N:4]1[CH2:8][CH2:7][CH2:6][CH2:5]1. The catalyst is CO. The product is [O:9]=[C:3]([N:4]1[CH2:8][CH2:7][CH2:6][CH2:5]1)[C@H:2]([NH2:10])[CH3:1]. The yield is 0.910. (5) The reactants are Cl[C:2]1[N:7]=[C:6]([NH:8][C:9]2[CH:14]=[CH:13][CH:12]=[CH:11][C:10]=2[S:15]([CH:18]([CH3:20])[CH3:19])(=[O:17])=[O:16])[C:5]([Cl:21])=[CH:4][N:3]=1.[CH3:22][P:23]([C:26]1[CH:32]=[CH:31][C:29]([NH2:30])=[C:28]([CH2:33][CH3:34])[CH:27]=1)([CH3:25])=[O:24].[OH-].[Na+]. The catalyst is COCCO. The product is [Cl:21][C:5]1[C:6]([NH:8][C:9]2[CH:14]=[CH:13][CH:12]=[CH:11][C:10]=2[S:15]([CH:18]([CH3:20])[CH3:19])(=[O:17])=[O:16])=[N:7][C:2]([NH:30][C:29]2[CH:31]=[CH:32][C:26]([P:23]([CH3:25])([CH3:22])=[O:24])=[CH:27][C:28]=2[CH2:33][CH3:34])=[N:3][CH:4]=1. The yield is 0.400.